Task: Regression. Given two drug SMILES strings and cell line genomic features, predict the synergy score measuring deviation from expected non-interaction effect.. Dataset: NCI-60 drug combinations with 297,098 pairs across 59 cell lines (1) Synergy scores: CSS=29.1, Synergy_ZIP=0.664, Synergy_Bliss=1.71, Synergy_Loewe=-20.3, Synergy_HSA=2.00. Drug 1: CCC1=CC2CC(C3=C(CN(C2)C1)C4=CC=CC=C4N3)(C5=C(C=C6C(=C5)C78CCN9C7C(C=CC9)(C(C(C8N6C)(C(=O)OC)O)OC(=O)C)CC)OC)C(=O)OC.C(C(C(=O)O)O)(C(=O)O)O. Drug 2: C(=O)(N)NO. Cell line: MALME-3M. (2) Drug 1: C1=CN(C(=O)N=C1N)C2C(C(C(O2)CO)O)O.Cl. Drug 2: C(CN)CNCCSP(=O)(O)O. Cell line: HOP-92. Synergy scores: CSS=15.5, Synergy_ZIP=-3.67, Synergy_Bliss=1.36, Synergy_Loewe=-17.7, Synergy_HSA=0.980.